From a dataset of CYP2C9 inhibition data for predicting drug metabolism from PubChem BioAssay. Regression/Classification. Given a drug SMILES string, predict its absorption, distribution, metabolism, or excretion properties. Task type varies by dataset: regression for continuous measurements (e.g., permeability, clearance, half-life) or binary classification for categorical outcomes (e.g., BBB penetration, CYP inhibition). Dataset: cyp2c9_veith. (1) The compound is COc1ccc(-n2cccc2C=O)cc1OC. The result is 0 (non-inhibitor). (2) The drug is Cc1n[nH]c2ccccc2c1=O. The result is 0 (non-inhibitor). (3) The compound is COc1cc(C2C(C#N)=C(N)Oc3c2ccc2ccccc32)ccc1OCC(=O)Nc1ccccc1C. The result is 1 (inhibitor). (4) The drug is COc1ccc(CNc2nc(-c3cccnc3)nc3ccccc23)c(OC)c1. The result is 1 (inhibitor). (5) The compound is C[C@](O)(c1ccccc1)c1nccc2ccccc12. The result is 0 (non-inhibitor). (6) The molecule is c1cc(CN2CC3(CCNCC3)C2)ccn1. The result is 0 (non-inhibitor). (7) The compound is COc1cc2c(cc1OC)-c1cc(=Nc3c(C)cc(C)cc3C)n(C)c(=O)n1CC2. The result is 1 (inhibitor).